Dataset: Full USPTO retrosynthesis dataset with 1.9M reactions from patents (1976-2016). Task: Predict the reactants needed to synthesize the given product. (1) Given the product [CH3:24][C:21]1([C:19]([N:16]2[CH2:17][CH2:18][CH:13]([O:12][C:5]3[C:6]4[C:11](=[CH:10][CH:9]=[CH:8][CH:7]=4)[C:2]([NH:1][C:34]([NH:35][C:36]4[N:37]([C:45]5[CH:46]=[CH:47][C:48]([CH3:51])=[CH:49][CH:50]=5)[N:38]=[C:39]([C:41]5([CH3:44])[CH2:42][CH2:43]5)[CH:40]=4)=[O:33])=[CH:3][N:4]=3)[CH2:14][CH2:15]2)=[O:20])[CH2:23][CH2:22]1, predict the reactants needed to synthesize it. The reactants are: [NH2:1][C:2]1[C:11]2[C:6](=[CH:7][CH:8]=[CH:9][CH:10]=2)[C:5]([O:12][CH:13]2[CH2:18][CH2:17][N:16]([C:19]([C:21]3([CH3:24])[CH2:23][CH2:22]3)=[O:20])[CH2:15][CH2:14]2)=[N:4][CH:3]=1.C1COCC1.ClC(Cl)(Cl)C[O:33][C:34](=O)[NH:35][C:36]1[N:37]([C:45]2[CH:50]=[CH:49][C:48]([CH3:51])=[CH:47][CH:46]=2)[N:38]=[C:39]([C:41]2([CH3:44])[CH2:43][CH2:42]2)[CH:40]=1. (2) Given the product [Cl:1][C:2]1[C:3]([CH2:14][OH:15])=[N:4][CH:5]=[C:6]([O:8][CH2:9][CH2:10][CH2:11][CH2:12][CH3:13])[CH:7]=1, predict the reactants needed to synthesize it. The reactants are: [Cl:1][C:2]1[C:3]([C:14](OCC)=[O:15])=[N:4][CH:5]=[C:6]([O:8][CH2:9][CH2:10][CH2:11][CH2:12][CH3:13])[CH:7]=1.[BH4-].[Na+].O. (3) Given the product [CH2:11]([O:13][C:14]([C:15]1[C:16](=[O:17])[NH:10][C:6]([CH2:7][CH3:8])=[N:9][CH:21]=1)=[O:25])[CH3:12], predict the reactants needed to synthesize it. The reactants are: CC[O-].[Na+].Cl.[C:6]([NH2:10])(=[NH:9])[CH2:7][CH3:8].[CH2:11]([O:13][C:14](=[O:25])[C:15](=[CH:21]OCC)[C:16](OCC)=[O:17])[CH3:12].Cl. (4) Given the product [CH2:27]([O:29][N:30]=[C:15]1[CH2:14][CH2:13][CH2:12][O:11][CH:10]1[CH2:9][O:8][C:7]1[CH:17]=[CH:18][C:4]([CH:1]2[CH2:3][CH2:2]2)=[CH:5][CH:6]=1)[CH3:28], predict the reactants needed to synthesize it. The reactants are: [CH:1]1([C:4]2[CH:18]=[CH:17][C:7]([O:8][CH2:9][CH:10]3[C:15](=O)[CH2:14][CH2:13][CH2:12][O:11]3)=[CH:6][CH:5]=2)[CH2:3][CH2:2]1.C(N(CC)CC)C.Cl.[CH2:27]([O:29][NH2:30])[CH3:28]. (5) Given the product [F:20][C:21]1[CH:28]=[CH:27][C:24]([CH2:25][N:4]2[CH2:3][CH2:2][N:1]([C:7]3[CH2:8][CH2:9][C:10]4[N:11]([C:13]([C:16]([F:17])([F:18])[F:19])=[N:14][N:15]=4)[N:12]=3)[CH2:6][CH2:5]2)=[CH:23][CH:22]=1, predict the reactants needed to synthesize it. The reactants are: [N:1]1([C:7]2[CH2:8][CH2:9][C:10]3[N:11]([C:13]([C:16]([F:19])([F:18])[F:17])=[N:14][N:15]=3)[N:12]=2)[CH2:6][CH2:5][NH:4][CH2:3][CH2:2]1.[F:20][C:21]1[CH:28]=[CH:27][C:24]([CH:25]=O)=[CH:23][CH:22]=1. (6) Given the product [F:43][C:37]1[CH:38]=[C:39]([F:42])[CH:40]=[CH:41][C:36]=1[CH2:35][NH:34][C:32]([C:19]1[C:18](=[O:44])[C:17]([O:16][CH2:15][O:14][C:12]([O:11][CH2:10][C:9]([OH:45])=[O:8])=[O:13])=[C:26]2[C:25](=[O:27])[N:24]3[C@@H:28]([CH3:31])[CH2:29][O:30][C@@H:23]3[CH2:22][N:21]2[CH:20]=1)=[O:33], predict the reactants needed to synthesize it. The reactants are: C1(C[O:8][C:9](=[O:45])[CH2:10][O:11][C:12]([O:14][CH2:15][O:16][C:17]2[C:18](=[O:44])[C:19]([C:32]([NH:34][CH2:35][C:36]3[CH:41]=[CH:40][C:39]([F:42])=[CH:38][C:37]=3[F:43])=[O:33])=[CH:20][N:21]3[C:26]=2[C:25](=[O:27])[N:24]2[C@@H:28]([CH3:31])[CH2:29][O:30][C@@H:23]2[CH2:22]3)=[O:13])C=CC=CC=1.[H][H]. (7) Given the product [Cl:1][C:2]1[CH:3]=[C:4]2[C:8](=[CH:9][CH:10]=1)[NH:7][CH:6]=[C:5]2[CH2:11][N:12]1[C:20]([C:21]2[N:25]([CH3:26])[CH:24]=[C:23]([C:27]([N:37]3[CH2:42][CH2:41][NH:40][CH2:39][CH2:38]3)=[O:28])[CH:22]=2)=[C:19]2[C:14]([N:15]([CH2:33][CH:34]([CH3:35])[CH3:36])[C:16](=[O:32])[N:17]([CH3:31])[C:18]2=[O:30])=[N:13]1, predict the reactants needed to synthesize it. The reactants are: [Cl:1][C:2]1[CH:3]=[C:4]2[C:8](=[CH:9][CH:10]=1)[NH:7][CH:6]=[C:5]2[CH2:11][N:12]1[C:20]([C:21]2[N:25]([CH3:26])[CH:24]=[C:23]([C:27](O)=[O:28])[CH:22]=2)=[C:19]2[C:14]([N:15]([CH2:33][CH:34]([CH3:36])[CH3:35])[C:16](=[O:32])[N:17]([CH3:31])[C:18]2=[O:30])=[N:13]1.[NH:37]1[CH2:42][CH2:41][NH:40][CH2:39][CH2:38]1.C(P(=O)(OCC)OCC)#N. (8) Given the product [C:6]1([CH2:12][CH:13]([NH2:5])[C:1]#[N:2])[CH:11]=[CH:10][CH:9]=[CH:8][CH:7]=1, predict the reactants needed to synthesize it. The reactants are: [C-:1]#[N:2].[K+].[Cl-].[NH4+:5].[C:6]1([CH2:12][CH:13]=O)[CH:11]=[CH:10][CH:9]=[CH:8][CH:7]=1.ClCCl. (9) The reactants are: Cl[C:2]1[CH:7]=[CH:6][CH:5]=[C:4]([CH3:8])[N:3]=1.[C:9]([O:13][C:14]([CH3:17])([CH3:16])[CH3:15])(=[O:12])[NH:10][NH2:11].C(=O)([O-])[O-].[K+].[K+]. Given the product [C:14]([O:13][C:9]([NH:10][NH:11][C:2]1[CH:7]=[CH:6][CH:5]=[C:4]([CH3:8])[N:3]=1)=[O:12])([CH3:17])([CH3:16])[CH3:15], predict the reactants needed to synthesize it.